Dataset: Peptide-MHC class I binding affinity with 185,985 pairs from IEDB/IMGT. Task: Regression. Given a peptide amino acid sequence and an MHC pseudo amino acid sequence, predict their binding affinity value. This is MHC class I binding data. (1) The peptide sequence is RMMGKTNPL. The MHC is BoLA-D18.4 with pseudo-sequence BoLA-D18.4. The binding affinity (normalized) is 1.00. (2) The peptide sequence is LVFTRAICK. The MHC is HLA-A01:01 with pseudo-sequence HLA-A01:01. The binding affinity (normalized) is 0.0847. (3) The peptide sequence is NSTHNTPVY. The MHC is HLA-B57:01 with pseudo-sequence HLA-B57:01. The binding affinity (normalized) is 0.0847. (4) The peptide sequence is MYQYIFLSF. The MHC is HLA-B15:17 with pseudo-sequence HLA-B15:17. The binding affinity (normalized) is 0.0847.